Dataset: TCR-epitope binding with 47,182 pairs between 192 epitopes and 23,139 TCRs. Task: Binary Classification. Given a T-cell receptor sequence (or CDR3 region) and an epitope sequence, predict whether binding occurs between them. (1) The epitope is VLAWLYAAV. The TCR CDR3 sequence is CASSYFTGGTYEQYF. Result: 1 (the TCR binds to the epitope). (2) The epitope is MMISAGFSL. The TCR CDR3 sequence is CASSLTAGSYNEQFF. Result: 0 (the TCR does not bind to the epitope). (3) The epitope is RLRAEAQVK. The TCR CDR3 sequence is CASGMTGLTSEQYF. Result: 1 (the TCR binds to the epitope). (4) The epitope is KPLEFGATSAAL. The TCR CDR3 sequence is CASSFLTGARSKNIQYF. Result: 0 (the TCR does not bind to the epitope). (5) The epitope is EIYKRWII. The TCR CDR3 sequence is CASSVGGDARETQYF. Result: 1 (the TCR binds to the epitope). (6) The epitope is ALSKGVHFV. The TCR CDR3 sequence is CASSDSFNSPLHF. Result: 0 (the TCR does not bind to the epitope). (7) The epitope is IPRRNVATL. The TCR CDR3 sequence is CASSLDTDNPWKRNTIYF. Result: 1 (the TCR binds to the epitope).